Dataset: Human Reference Interactome with 51,813 positive PPI pairs across 8,248 proteins, plus equal number of experimentally-validated negative pairs. Task: Binary Classification. Given two protein amino acid sequences, predict whether they physically interact or not. (1) Protein 1 (ENSG00000101224) has sequence MEVPQPEPAPGSALSPAGVCGGAQRPGHLPGLLLGSHGLLGSPVRAAASSPVTTLTQTMHDLAGLGSETPKSQVGTLLFRSRSRLTHLSLSRRASESSLSSESSESSDAGLCMDSPSPMDPHMAEQTFEQAIQAASRIIRNEQFAIRRFQSMPVRLLGHSPVLRNITNSQAPDGRRKSEAGSGAASSSGEDKENDGFVFKMPWKPTHPSSTHALAEWASRREAFAQRPSSAPDLMCLSPDRKMEVEELSPLALGRFSLTPAEGDTEEDDGFVDILESDLKDDDAVPPGMESLISAPLVKT.... Protein 2 (ENSG00000172179) has sequence MNIKGSPWKGSLLLLLVSNLLLCQSVAPLPICPGGAARCQVTLRDLFDRAVVLSHYIHNLSSEMFSEFDKRYTHGRGFITKAINSCHTSSLATPEDKEQAQQMNQKDFLSLIVSILRSWNEPLYHLVTEVRGMQEAPEAILSKAVEIEEQTKRLLEGMELIVSQVHPETKENEIYPVWSGLPSLQMADEESRLSAYYNLLHCLRRDSHKIDNYLKLLKCRIIHNNNC*MNIKGSPWKGSLLLLLVSNLLLSHYIHNLSSEMFSEFDKRYTHGRGFITKAINSCHTSSLATPEDKEQAQQM.... Result: 0 (the proteins do not interact). (2) Protein 1 (ENSG00000122859) has sequence MTPQPSGAPTVQVTRETERSFPRASEDEVTCPTSAPPSPTRTRGNCAEAEEGGCRGAPRKLRARRGGRSRPKSELALSKQRRSRRKKANDRERNRMHNLNSALDALRGVLPTFPDDAKLTKIETLRFAHNYIWALTQTLRIADHSLYALEPPAPHCGELGSPGGSPGDWGSLYSPVSQAGSLSPAASLEERPGLLGATFSACLSPGSLAFSDFL*. Protein 2 (ENSG00000140262) has sequence MNPQQQRMAAIGTDKELSDLLDFSAMFSPPVNSGKTRPTTLGSSQFSGSGIDERGGTTSWGTSGQPSPSYDSSRGFTDSPHYSDHLNDSRLGAHEGLSPTPFMNSNLMGKTSERGSFSLYSRDTGLPGCQSSLLRQDLGLGSPAQLSSSGKPGTAYYSFSATSSRRRPLHDSAALDPLQAKKVRKVPPGLPSSVYAPSPNSDDFNRESPSYPSPKPPTSMFASTFFMQDGTHNSSDLWSSSNGMSQPGFGGILGTSTSHMSQSSSYGNLHSHDRLSYPPHSVSPTDINTSLPPMSSFHRG.... Result: 1 (the proteins interact).